This data is from Full USPTO retrosynthesis dataset with 1.9M reactions from patents (1976-2016). The task is: Predict the reactants needed to synthesize the given product. (1) Given the product [CH2:1]([N:8]([C:33]([O:35][CH2:36][C:37]1[CH:42]=[CH:41][CH:40]=[CH:39][CH:38]=1)=[O:34])[C@H:9]1[CH2:14][CH2:13][N:12]([C:15]([O:17][C:18]([CH3:19])([CH3:20])[CH3:21])=[O:16])[CH2:11][C@H:10]1[O:22][CH2:23][C:24]([CH3:26])=[CH2:25])[C:2]1[CH:3]=[CH:4][CH:5]=[CH:6][CH:7]=1, predict the reactants needed to synthesize it. The reactants are: [CH2:1]([NH:8][C@H:9]1[CH2:14][CH2:13][N:12]([C:15]([O:17][C:18]([CH3:21])([CH3:20])[CH3:19])=[O:16])[CH2:11][C@H:10]1[O:22][CH2:23][C:24]([CH3:26])=[CH2:25])[C:2]1[CH:7]=[CH:6][CH:5]=[CH:4][CH:3]=1.C(=O)(O)[O-].[Na+].Cl[C:33]([O:35][CH2:36][C:37]1[CH:42]=[CH:41][CH:40]=[CH:39][CH:38]=1)=[O:34].C1COCC1. (2) Given the product [Cl:26][C:25]1[CH:24]=[CH:23][C:14]([CH2:15][S:16]([C:19]2[C:20](=[O:21])[O:10][C:5]3[C:6]([CH:7]=2)=[CH:9][C:2]([Cl:1])=[CH:3][CH:4]=3)(=[O:18])=[O:17])=[CH:13][C:12]=1[NH2:11], predict the reactants needed to synthesize it. The reactants are: [Cl:1][C:2]1[CH:9]=[C:6]([CH:7]=O)[C:5]([OH:10])=[CH:4][CH:3]=1.[NH2:11][C:12]1[CH:13]=[C:14]([CH:23]=[CH:24][C:25]=1[Cl:26])[CH2:15][S:16]([CH2:19][C:20](O)=[O:21])(=[O:18])=[O:17]. (3) Given the product [CH2:1]([N:8]1[CH2:13][CH2:12][N:11]([C:14](=[O:29])[C:15]2[CH:20]=[C:19]([C:21]([F:22])([F:23])[F:24])[CH:18]=[C:17]([C:25]([F:28])([F:27])[F:26])[CH:16]=2)[C@H:10]([CH2:30][C:31]2[CH:36]=[CH:35][C:34]([CH3:37])=[C:33]([OH:38])[CH:32]=2)[CH2:9]1)[C:2]1[CH:7]=[CH:6][CH:5]=[CH:4][CH:3]=1, predict the reactants needed to synthesize it. The reactants are: [CH2:1]([N:8]1[CH2:13][CH2:12][N:11]([C:14](=[O:29])[C:15]2[CH:20]=[C:19]([C:21]([F:24])([F:23])[F:22])[CH:18]=[C:17]([C:25]([F:28])([F:27])[F:26])[CH:16]=2)[C@H:10]([CH2:30][C:31]2[CH:36]=[CH:35][C:34]([CH3:37])=[C:33]([O:38]C)[CH:32]=2)[CH2:9]1)[C:2]1[CH:7]=[CH:6][CH:5]=[CH:4][CH:3]=1.B(Br)(Br)Br.C(=O)([O-])O.[Na+]. (4) Given the product [CH3:1][O:2][C:3]1[CH:4]=[C:5]([C:9]2([C:10]#[N:11])[CH2:14][CH2:13]2)[CH:6]=[CH:7][CH:8]=1, predict the reactants needed to synthesize it. The reactants are: [CH3:1][O:2][C:3]1[CH:4]=[C:5]([CH2:9][C:10]#[N:11])[CH:6]=[CH:7][CH:8]=1.Br[CH2:13][CH2:14]Br.[OH-].[Na+]. (5) Given the product [O:1]=[C:2]1[CH2:6][CH2:5][CH2:4][CH:3]1[O:7][C@H:8]1[CH2:13][CH2:12][C@H:11]([N:14]2[C:19](=[O:20])[C:18]([CH2:21][C:22]3[CH:23]=[CH:24][C:25]([C:28]4[CH:33]=[CH:32][CH:31]=[CH:30][C:29]=4[C:34]4[NH:38][C:37](=[O:39])[O:36][N:35]=4)=[CH:26][CH:27]=3)=[C:17]([CH2:40][CH2:41][CH3:42])[N:16]3[N:43]=[CH:44][N:45]=[C:15]23)[CH2:10][CH2:9]1, predict the reactants needed to synthesize it. The reactants are: [OH:1][C@H:2]1[CH2:6][CH2:5][CH2:4][C@H:3]1[O:7][C@H:8]1[CH2:13][CH2:12][C@H:11]([N:14]2[C:19](=[O:20])[C:18]([CH2:21][C:22]3[CH:27]=[CH:26][C:25]([C:28]4[CH:33]=[CH:32][CH:31]=[CH:30][C:29]=4[C:34]4[NH:38][C:37](=[O:39])[O:36][N:35]=4)=[CH:24][CH:23]=3)=[C:17]([CH2:40][CH2:41][CH3:42])[N:16]3[N:43]=[CH:44][N:45]=[C:15]23)[CH2:10][CH2:9]1.CC(OI1(OC(C)=O)(OC(C)=O)OC(=O)C2C=CC=CC1=2)=O.C(=O)([O-])O.[Na+].S([O-])([O-])(=O)=S.[Na+].[Na+]. (6) The reactants are: [H-].[H-].[H-].[H-].[Li+].[Al+3].[CH2:7]([N:14]1[CH2:18][CH:17]2[C:19](=O)[NH:20][C:21](=O)[CH:16]2[CH2:15]1)[C:8]1[CH:13]=[CH:12][CH:11]=[CH:10][CH:9]=1.[C:24](O[C:24]([O:26][C:27]([CH3:30])([CH3:29])[CH3:28])=[O:25])([O:26][C:27]([CH3:30])([CH3:29])[CH3:28])=[O:25].C([O-])(O)=O.[Na+]. Given the product [C:27]([O:26][C:24]([N:20]1[CH2:19][CH:17]2[CH:16]([CH2:15][N:14]([CH2:7][C:8]3[CH:13]=[CH:12][CH:11]=[CH:10][CH:9]=3)[CH2:18]2)[CH2:21]1)=[O:25])([CH3:30])([CH3:29])[CH3:28], predict the reactants needed to synthesize it. (7) Given the product [CH3:17][O:16][C:9]1[CH:8]=[C:3]([CH:2]=[CH:11][C:10]=1[S:12]([CH3:15])(=[O:14])=[O:13])[C:4]([O:6][CH3:7])=[O:5].[CH2:18]([C:2]1[CH:11]=[C:10]([S:12]([CH3:15])(=[O:14])=[O:13])[C:9]([O:16][CH3:17])=[CH:8][C:3]=1[C:4]([O:6][CH3:7])=[O:5])[CH3:19], predict the reactants needed to synthesize it. The reactants are: Br[C:2]1[CH:11]=[C:10]([S:12]([CH3:15])(=[O:14])=[O:13])[C:9]([O:16][CH3:17])=[CH:8][C:3]=1[C:4]([O:6][CH3:7])=[O:5].[CH2:18](B(O)O)[CH3:19].C([O-])([O-])=O.[K+].[K+].